This data is from Reaction yield outcomes from USPTO patents with 853,638 reactions. The task is: Predict the reaction yield, written as a fraction of the theoretical maximum amount of product (1.0 means a 100% yield; for example, 0.34 means a 34% yield). (1) The reactants are [Cl:1][C:2]1[CH:3]=[C:4]([N:9]2[CH2:14][CH2:13][NH:12][CH2:11][CH2:10]2)[CH:5]=[CH:6][C:7]=1[Cl:8].[N:15]([C:18]1[CH:27]=[CH:26][CH:25]=[C:24]2[C:19]=1[CH:20]=[CH:21][N:22]=[CH:23]2)=[C:16]=[O:17]. The catalyst is C(OCC)C. The product is [Cl:1][C:2]1[CH:3]=[C:4]([N:9]2[CH2:14][CH2:13][N:12]([C:16]([NH:15][C:18]3[CH:27]=[CH:26][CH:25]=[C:24]4[C:19]=3[CH:20]=[CH:21][N:22]=[CH:23]4)=[O:17])[CH2:11][CH2:10]2)[CH:5]=[CH:6][C:7]=1[Cl:8]. The yield is 0.800. (2) The reactants are Cl[C:2]1[CH:3]=[C:4]([C@H:12]([N:14]([CH3:34])[C:15]([N:17]2[CH2:22][CH2:21][N:20]3[C:23](=[O:26])[CH2:24][CH2:25][C@H:19]3[C@@H:18]2[C:27]2[CH:32]=[CH:31][CH:30]=[CH:29][C:28]=2[CH3:33])=[O:16])[CH3:13])[CH:5]=[C:6]([C:8]([F:11])([F:10])[F:9])[CH:7]=1.[Li+].C[Si]([N-][Si](C)(C)C)(C)C.[C:45](Cl)(=[O:48])[O:46][CH3:47]. The catalyst is C1COCC1. The product is [F:9][C:8]([F:11])([F:10])[C:2]1[CH:3]=[C:4]([C@H:12]([N:14]([CH3:34])[C:15]([N:17]2[CH2:22][CH2:21][N:20]3[C:23](=[O:26])[C:24]([C:45]([O:46][CH3:47])=[O:48])([C:45]([O:46][CH3:47])=[O:48])[CH2:25][C@H:19]3[C@@H:18]2[C:27]2[CH:32]=[CH:31][CH:30]=[CH:29][C:28]=2[CH3:33])=[O:16])[CH3:13])[CH:5]=[C:6]([C:8]([F:9])([F:10])[F:11])[CH:7]=1. The yield is 0.590. (3) The reactants are [CH:1]1[C:14]2[CH:13]([C:15]([O:17][CH3:18])=[O:16])[C:12]3[C:7](=[CH:8][CH:9]=[CH:10][CH:11]=3)[O:6][C:5]=2[CH:4]=[CH:3][CH:2]=1.[Li+].[CH3:20]C([N-]C(C)C)C.IC.[Cl-].[NH4+]. The catalyst is C1COCC1. The product is [CH3:20][C:13]1([C:15]([O:17][CH3:18])=[O:16])[C:14]2[CH:1]=[CH:2][CH:3]=[CH:4][C:5]=2[O:6][C:7]2[C:12]1=[CH:11][CH:10]=[CH:9][CH:8]=2. The yield is 0.750. (4) The reactants are Br[C:2]1[C:7](=[O:8])[N:6]([CH2:9][C:10]2[CH:15]=[CH:14][C:13]([C:16]3[C:17]([C:22]#[N:23])=[CH:18][CH:19]=[CH:20][CH:21]=3)=[CH:12][C:11]=2[F:24])[C:5]([CH2:25][CH2:26][CH3:27])=[N:4][C:3]=1[CH3:28].[CH:29]([O:32][C:33]1[CH:38]=[CH:37][C:36](B(O)O)=[CH:35][CH:34]=1)([CH3:31])[CH3:30].C(=O)([O-])[O-].[Cs+].[Cs+]. The catalyst is O1CCOCC1.C(OCC)(=O)C.C1C=CC(P(C2C=CC=CC=2)[C-]2C=CC=C2)=CC=1.C1C=CC(P(C2C=CC=CC=2)[C-]2C=CC=C2)=CC=1.Cl[Pd]Cl.[Fe+2]. The product is [F:24][C:11]1[CH:12]=[C:13]([C:16]2[C:17]([C:22]#[N:23])=[CH:18][CH:19]=[CH:20][CH:21]=2)[CH:14]=[CH:15][C:10]=1[CH2:9][N:6]1[C:7](=[O:8])[C:2]([C:36]2[CH:37]=[CH:38][C:33]([O:32][CH:29]([CH3:31])[CH3:30])=[CH:34][CH:35]=2)=[C:3]([CH3:28])[N:4]=[C:5]1[CH2:25][CH2:26][CH3:27]. The yield is 0.670.